From a dataset of Catalyst prediction with 721,799 reactions and 888 catalyst types from USPTO. Predict which catalyst facilitates the given reaction. (1) Reactant: [NH2:1][C:2]1[C:12]([NH2:13])=[CH:11][CH:10]=[C:9]([F:14])[C:3]=1[C:4]([O:6][CH2:7][CH3:8])=[O:5].[N:15]([O-])=O.[Na+]. Product: [F:14][C:9]1[CH:10]=[CH:11][C:12]2[N:13]=[N:15][NH:1][C:2]=2[C:3]=1[C:4]([O:6][CH2:7][CH3:8])=[O:5]. The catalyst class is: 211. (2) Reactant: C[O:2][C:3](=[O:37])[CH2:4][CH2:5][CH2:6][CH2:7][CH2:8][NH:9][C:10]1[C:11]2[C:18]([C:19]3[CH:24]=[CH:23][C:22]([O:25][CH3:26])=[CH:21][CH:20]=3)=[C:17]([C:27]3[CH:32]=[CH:31][CH:30]=[CH:29][C:28]=3[C:33]([F:36])([F:35])[F:34])[O:16][C:12]=2[N:13]=[CH:14][N:15]=1.[OH-].[Na+].Cl.C(OCC)(=O)C. Product: [CH3:26][O:25][C:22]1[CH:23]=[CH:24][C:19]([C:18]2[C:11]3[C:10]([NH:9][CH2:8][CH2:7][CH2:6][CH2:5][CH2:4][C:3]([OH:37])=[O:2])=[N:15][CH:14]=[N:13][C:12]=3[O:16][C:17]=2[C:27]2[CH:32]=[CH:31][CH:30]=[CH:29][C:28]=2[C:33]([F:36])([F:34])[F:35])=[CH:20][CH:21]=1. The catalyst class is: 12. (3) Reactant: [CH2:1]([CH:3]1[O:5][CH2:4]1)Cl.C([O-])([O-])=O.[K+].[K+].[C:12]([C:14]1[CH:19]=[CH:18][C:17]([OH:20])=[CH:16][CH:15]=1)#[N:13]. Product: [O:5]1[CH2:4][CH:3]1[CH2:1][O:20][C:17]1[CH:18]=[CH:19][C:14]([C:12]#[N:13])=[CH:15][CH:16]=1. The catalyst class is: 10. (4) Reactant: C(O)[C@H]1[O:7][C@H:6]([O:8][C@:9]2(CO)O[C@H:12](CO)[C@@H:11](O)[C@@H:10]2O)[C@H:5]([OH:20])[C@@H:4](O)[C@@H:3]1O.C1C2C(=CC=CC=2)C=CC=1.C(OCCCC)(=O)C(C)O. Product: [OH:20][CH:5]([CH:4]=[CH2:3])[C:6]([O:8][CH2:9][CH2:10][CH2:11][CH3:12])=[O:7]. The catalyst class is: 51. (5) Reactant: [OH:1][C:2]1[C:9]([O:10][C:11]([F:14])([F:13])[F:12])=[CH:8][CH:7]=[CH:6][C:3]=1[CH:4]=[O:5].[Br:15]N1C(=O)CCC1=O. Product: [Br:15][C:7]1[CH:8]=[C:9]([O:10][C:11]([F:12])([F:13])[F:14])[C:2]([OH:1])=[C:3]([CH:6]=1)[CH:4]=[O:5]. The catalyst class is: 4.